This data is from Forward reaction prediction with 1.9M reactions from USPTO patents (1976-2016). The task is: Predict the product of the given reaction. (1) The product is: [Cl:1][C:2]1[N:7]=[C:6]([N:11]([CH3:12])[CH3:10])[C:5]([CH3:9])=[CH:4][N:3]=1. Given the reactants [Cl:1][C:2]1[N:7]=[C:6](Cl)[C:5]([CH3:9])=[CH:4][N:3]=1.[CH3:10][NH:11][CH3:12], predict the reaction product. (2) The product is: [CH:33]1([CH2:32][NH:8][C@H:9]2[CH2:10][CH2:11][C@H:12]([C:15]([O:24][Si:25]([CH2:28][CH3:29])([CH2:30][CH3:31])[CH2:26][CH3:27])([C:16]([F:17])([F:18])[F:19])[C:20]([F:23])([F:22])[F:21])[CH2:13][CH2:14]2)[CH2:34][CH2:35]1. Given the reactants C([N:8]([CH2:32][CH:33]1[CH2:35][CH2:34]1)[C@H:9]1[CH2:14][CH2:13][C@H:12]([C:15]([O:24][Si:25]([CH2:30][CH3:31])([CH2:28][CH3:29])[CH2:26][CH3:27])([C:20]([F:23])([F:22])[F:21])[C:16]([F:19])([F:18])[F:17])[CH2:11][CH2:10]1)C1C=CC=CC=1, predict the reaction product. (3) Given the reactants [NH2:1][C:2]1[O:6][N:5]=[C:4]([CH3:7])[C:3]=1[Br:8].[Br:9][C:10]1[CH:11]=[C:12]([S:16](Cl)(=[O:18])=[O:17])[S:13][C:14]=1[Cl:15], predict the reaction product. The product is: [Br:8][C:3]1[C:4]([CH3:7])=[N:5][O:6][C:2]=1[NH:1][S:16]([C:12]1[S:13][C:14]([Cl:15])=[C:10]([Br:9])[CH:11]=1)(=[O:18])=[O:17]. (4) Given the reactants [NH2:1][C:2]1[C:3]([F:23])=[CH:4][C:5]([Cl:22])=[C:6]([C:8]2[C:9](=[O:21])[N:10]([CH2:19][CH3:20])[C:11]3[C:16]([CH:17]=2)=[CH:15][N:14]=[C:13](Cl)[CH:12]=3)[CH:7]=1.[CH3:24][O:25][C:26]1[CH:31]=[CH:30][C:29]([CH2:32][NH:33][CH3:34])=[CH:28][CH:27]=1, predict the reaction product. The product is: [CH3:24][O:25][C:26]1[CH:31]=[CH:30][C:29]([CH2:32][N:33]([CH3:34])[C:13]2[CH:12]=[C:11]3[C:16]([CH:17]=[C:8]([C:6]4[CH:7]=[C:2]([NH2:1])[C:3]([F:23])=[CH:4][C:5]=4[Cl:22])[C:9](=[O:21])[N:10]3[CH2:19][CH3:20])=[CH:15][N:14]=2)=[CH:28][CH:27]=1.